This data is from Reaction yield outcomes from USPTO patents with 853,638 reactions. The task is: Predict the reaction yield, written as a fraction of the theoretical maximum amount of product (1.0 means a 100% yield; for example, 0.34 means a 34% yield). (1) The reactants are C(NC(C1SC(N2C(O)CN(CC3C=CC(F)=CC=3)C2=O)=NC=1C)=O)C1C=CC=CC=1.O[CH:33]1[N:37]([C:38]2[S:39][C:40]([C:44]([NH:46][CH2:47][C:48]3[CH:49]=[N:50][CH:51]=[CH:52][CH:53]=3)=[O:45])=[C:41]([CH3:43])[N:42]=2)[C:36](=[O:54])[N:35]([CH2:55][C:56]2[CH:61]=[CH:60][C:59]([C:62]([F:65])([F:64])[F:63])=[CH:58][CH:57]=2)[CH2:34]1. No catalyst specified. The product is [CH3:43][C:41]1[N:42]=[C:38]([N:37]2[CH:33]=[CH:34][N:35]([CH2:55][C:56]3[CH:57]=[CH:58][C:59]([C:62]([F:65])([F:64])[F:63])=[CH:60][CH:61]=3)[C:36]2=[O:54])[S:39][C:40]=1[C:44]([NH:46][CH2:47][C:48]1[CH:49]=[N:50][CH:51]=[CH:52][CH:53]=1)=[O:45]. The yield is 0.810. (2) The reactants are Cl[C:2]1[N:7]=[C:6]([NH:8][C@H:9]([C:11]2[N:12]([C:28]3[CH:33]=[CH:32][CH:31]=[CH:30][CH:29]=3)[C:13](=[O:27])[C:14]3[C:19]([CH:20]=2)=[CH:18][CH:17]=[CH:16][C:15]=3[C:21]2[CH:22]=[N:23][N:24]([CH3:26])[CH:25]=2)[CH3:10])[C:5]([I:34])=[CH:4][N:3]=1.[OH-].[NH4+:36]. The catalyst is O1CCOCC1. The product is [NH2:36][C:2]1[N:7]=[C:6]([NH:8][C@H:9]([C:11]2[N:12]([C:28]3[CH:33]=[CH:32][CH:31]=[CH:30][CH:29]=3)[C:13](=[O:27])[C:14]3[C:19]([CH:20]=2)=[CH:18][CH:17]=[CH:16][C:15]=3[C:21]2[CH:22]=[N:23][N:24]([CH3:26])[CH:25]=2)[CH3:10])[C:5]([I:34])=[CH:4][N:3]=1. The yield is 0.570. (3) The reactants are [Cl:1][C:2]1[N:3]=[C:4]2[C:9](=[CH:10][CH:11]=1)[N:8]=[CH:7][C:6]([C:12](=[O:14])[CH3:13])=[C:5]2[NH:15][CH:16]1[CH2:21][CH2:20][CH:19]([CH2:22][N:23]([CH2:25][CH2:26][OH:27])[CH3:24])[CH2:18][CH2:17]1.[Cl:28][C:29]1[CH:34]=[C:33](B2OC(C)(C)C(C)(C)O2)[CH:32]=[C:31]([Cl:44])[C:30]=1[OH:45].C1(N)C(F)=C(F)C(F)=C(N)C=1F.Cl.Cl. No catalyst specified. The product is [ClH:1].[ClH:28].[Cl:28][C:29]1[CH:34]=[C:33]([C:2]2[N:3]=[C:4]3[C:9](=[CH:10][CH:11]=2)[N:8]=[CH:7][C:6]([C:12](=[O:14])[CH3:13])=[C:5]3[NH:15][C@H:16]2[CH2:17][CH2:18][C@H:19]([CH2:22][N:23]([CH2:25][CH2:26][OH:27])[CH3:24])[CH2:20][CH2:21]2)[CH:32]=[C:31]([Cl:44])[C:30]=1[OH:45]. The yield is 0.640. (4) The reactants are [CH3:1][C:2]1[CH:11]=[CH:10][CH:9]=[C:8]2[C:3]=1[C:4](=[O:15])[C:5]([C:12]([OH:14])=O)=[CH:6][NH:7]2.[CH:16]12[N:22]([C:23]3[N:28]=[CH:27][C:26]([NH2:29])=[C:25]([CH3:30])[CH:24]=3)[CH:19]([CH2:20][CH2:21]1)[CH2:18][CH2:17]2.N1C=CC=CC=1. The catalyst is CC1CCCO1.C(OCC)(=O)C. The product is [CH:16]12[N:22]([C:23]3[N:28]=[CH:27][C:26]([NH:29][C:12]([C:5]4[C:4](=[O:15])[C:3]5[C:8](=[CH:9][CH:10]=[CH:11][C:2]=5[CH3:1])[NH:7][CH:6]=4)=[O:14])=[C:25]([CH3:30])[CH:24]=3)[CH:19]([CH2:20][CH2:21]1)[CH2:18][CH2:17]2. The yield is 0.260. (5) The reactants are C(O)(=O)C.[NH2:5][CH2:6][C@@H:7]([C:9]1[CH:10]=[CH:11][C:12]([OH:20])=[C:13]([NH:15][S:16]([CH3:19])(=[O:18])=[O:17])[CH:14]=1)[OH:8].[O:21]=[C:22]1[N:26]([CH2:27][C:28]([O:30][C:31]([CH3:34])([CH3:33])[CH3:32])=[O:29])[C:25](=[O:35])[CH:24]([CH2:36][C:37]2[CH:42]=[CH:41][C:40]([N:43]3[CH2:48][CH2:47][C:46](=O)[CH2:45][CH2:44]3)=[CH:39][CH:38]=2)[S:23]1.C(O[BH-](OC(=O)C)OC(=O)C)(=O)C.[Na+]. The catalyst is CN(C=O)C. The product is [C:31]([O:30][C:28](=[O:29])[CH2:27][N:26]1[C:25](=[O:35])[CH:24]([CH2:36][C:37]2[CH:42]=[CH:41][C:40]([N:43]3[CH2:44][CH2:45][CH:46]([NH:5][CH2:6][C@H:7]([OH:8])[C:9]4[CH:10]=[CH:11][C:12]([OH:20])=[C:13]([NH:15][S:16]([CH3:19])(=[O:18])=[O:17])[CH:14]=4)[CH2:47][CH2:48]3)=[CH:39][CH:38]=2)[S:23][C:22]1=[O:21])([CH3:34])([CH3:32])[CH3:33]. The yield is 0.680. (6) The reactants are [NH:1]1[CH2:4][CH:3]([C:5]2[NH:9][N:8]=[C:7]([NH:10][C:11]3[C:12](=[O:19])[N:13]([CH3:18])[CH:14]=[C:15]([Br:17])[CH:16]=3)[CH:6]=2)[CH2:2]1.[CH2:20]=O.[BH4-].[Na+].[OH-].[Na+]. The catalyst is CO.C(O)(=O)C. The product is [Br:17][C:15]1[CH:16]=[C:11]([NH:10][C:7]2[CH:6]=[C:5]([CH:3]3[CH2:4][N:1]([CH3:20])[CH2:2]3)[NH:9][N:8]=2)[C:12](=[O:19])[N:13]([CH3:18])[CH:14]=1. The yield is 0.500.